This data is from Reaction yield outcomes from USPTO patents with 853,638 reactions. The task is: Predict the reaction yield, written as a fraction of the theoretical maximum amount of product (1.0 means a 100% yield; for example, 0.34 means a 34% yield). The yield is 0.980. The catalyst is O. The reactants are [NH2:1][C:2]1[C:3]([C:9]([NH2:11])=[O:10])=[N:4][C:5]([Cl:8])=[CH:6][CH:7]=1.Cl.Cl[C:14](N)=[NH:15].CS(C)(=O)=O.S1(CCCC1)(=O)=O.[OH-].[NH4+]. The product is [NH2:15][C:14]1[NH:11][C:9](=[O:10])[C:3]2[N:4]=[C:5]([Cl:8])[CH:6]=[CH:7][C:2]=2[N:1]=1.